Dataset: Full USPTO retrosynthesis dataset with 1.9M reactions from patents (1976-2016). Task: Predict the reactants needed to synthesize the given product. (1) Given the product [F:8][C:6]1[CH:5]=[C:4]([C:9]2[C:17]3[C:12](=[CH:13][C:14]([O:18][CH2:32][CH2:33][CH:34]4[CH2:29][CH2:28][O:43][CH2:36][CH2:35]4)=[CH:15][CH:16]=3)[C:11](=[O:19])[C:10]=2[C:20]2[CH:21]=[N:22][CH:23]=[CH:24][CH:25]=2)[CH:3]=[C:2]([F:1])[CH:7]=1, predict the reactants needed to synthesize it. The reactants are: [F:1][C:2]1[CH:3]=[C:4]([C:9]2[C:17]3[C:12](=[CH:13][C:14]([OH:18])=[CH:15][CH:16]=3)[C:11](=[O:19])[C:10]=2[C:20]2[CH:21]=[N:22][CH:23]=[CH:24][CH:25]=2)[CH:5]=[C:6]([F:8])[CH:7]=1.BrC1[C:28](=[O:43])[C:29]2[C:34]([C:35]=1[C:36]1C=CC=CC=1)=[CH:33][CH:32]=C(O)C=2.O1CCC(CCO)CC1.C1C=CC(P(C2C=CC=CC=2)C2C=CC=CC=2)=CC=1.CC(OC(/N=N/C(OC(C)C)=O)=O)C. (2) Given the product [F:6][C:7]1[CH:8]=[C:9]([C@H:14]2[N:22]3[C@@H:17]([CH2:18][CH2:19][CH:20]([I:32])[C:21]3=[O:23])[CH2:16][CH2:15]2)[CH:10]=[CH:11][C:12]=1[F:13], predict the reactants needed to synthesize it. The reactants are: I[Si](C)(C)C.[F:6][C:7]1[CH:8]=[C:9]([C@H:14]2[N:22]3[C@H:17]([CH2:18][CH2:19][CH2:20][C:21]3=[O:23])[CH2:16][CH2:15]2)[CH:10]=[CH:11][C:12]=1[F:13].CN(C)CCN(C)C.[I:32]I.S([O-])([O-])(=O)=S.[Na+].[Na+].